Dataset: Full USPTO retrosynthesis dataset with 1.9M reactions from patents (1976-2016). Task: Predict the reactants needed to synthesize the given product. (1) Given the product [F:1][C:2]1([CH2:6][N:7]2[CH2:12][CH2:11][CH:10]([CH2:13][O:14][C:15]3[CH:20]=[CH:19][C:18]([C:21]4[C:26]([C:63]([N:61]5[CH2:62][CH2:59][CH2:57][C@H:60]5[C:40]([NH2:38])=[O:50])=[O:64])=[CH:25][CH:24]=[CH:23][CH:22]=4)=[CH:17][CH:16]=3)[CH2:9][CH2:8]2)[CH2:5][CH2:4][CH2:3]1, predict the reactants needed to synthesize it. The reactants are: [F:1][C:2]1([CH2:6][N:7]2[CH2:12][CH2:11][CH:10]([CH2:13][O:14][C:15]3[CH:20]=[CH:19][C:18]([C:21]4[CH:26]=[CH:25][C:24](C(O)=O)=[CH:23][CH:22]=4)=[CH:17][CH:16]=3)[CH2:9][CH2:8]2)[CH2:5][CH2:4][CH2:3]1.CCN=C=NCCC[N:38]([CH3:40])C.C1C=CC2N([OH:50])N=NC=2C=1.CCN([CH:57]([CH3:59])C)C(C)C.[CH3:60][N:61]([CH:63]=[O:64])[CH3:62]. (2) The reactants are: C([O:8][C:9]1[CH:14]=[CH:13][C:12]([C@@H:15]([OH:36])[CH2:16][NH:17][CH2:18][CH2:19][O:20][C:21]2[CH:26]=[CH:25][C:24]([C:27]3[CH:32]=[CH:31][C:30]([C:33]([OH:35])=[O:34])=[CH:29][CH:28]=3)=[CH:23][CH:22]=2)=[CH:11][C:10]=1[NH:37][S:38]([CH3:41])(=[O:40])=[O:39])C1C=CC=CC=1. Given the product [OH:36][C@H:15]([C:12]1[CH:13]=[CH:14][C:9]([OH:8])=[C:10]([NH:37][S:38]([CH3:41])(=[O:40])=[O:39])[CH:11]=1)[CH2:16][NH:17][CH2:18][CH2:19][O:20][C:21]1[CH:26]=[CH:25][C:24]([C:27]2[CH:28]=[CH:29][C:30]([C:33]([OH:35])=[O:34])=[CH:31][CH:32]=2)=[CH:23][CH:22]=1, predict the reactants needed to synthesize it.